Dataset: Forward reaction prediction with 1.9M reactions from USPTO patents (1976-2016). Task: Predict the product of the given reaction. (1) Given the reactants CO[C:3](=[O:20])[C:4]([C:9](=[O:19])[C:10]1[CH:15]=[CH:14][C:13]([O:16][CH3:17])=[C:12]([F:18])[CH:11]=1)=[CH:5]OCC.[CH3:21][C:22]1[N:27]=[CH:26][C:25]([NH2:28])=[CH:24][CH:23]=1.C1(OC2C=CC=CC=2)C=CC=CC=1, predict the reaction product. The product is: [F:18][C:12]1[CH:11]=[C:10]([CH:15]=[CH:14][C:13]=1[O:16][CH3:17])[C:9]([C:4]1[C:3](=[O:20])[C:26]2[C:25](=[CH:24][CH:23]=[C:22]([CH3:21])[N:27]=2)[NH:28][CH:5]=1)=[O:19]. (2) Given the reactants F[C:2](F)(F)[C:3]([OH:5])=O.[NH2:8][C@H:9]([C:20]([CH3:23])([CH3:22])[CH3:21])[C:10]([N:12]1[CH2:17][CH2:16][CH:15]([C:18]#[N:19])[CH2:14][CH2:13]1)=[O:11].Cl.[NH2:25][C@H:26]([C:34]([CH3:37])([CH3:36])C)[C:27]([N:29]1[CH2:33][CH2:32]CC1)=O.C([N:45]1[CH:49]=C(B2OC(C)(C)C(C)(C)O2)C=N1)(OC(C)(C)C)=O.C([N:61]1C=C(B2OC(C)(C)C(C)(C)O2)C=[N:62]1)C, predict the reaction product. The product is: [C:18]([CH:15]1[CH2:14][CH2:13][N:12]([C:10]([C@H:9]([NH:8][C:3]([C:2]2[C:32]3[C:33](=[N:29][CH:27]=[C:26]([C:34]4[CH:36]=[N:61][NH:62][CH:37]=4)[N:25]=3)[NH:45][CH:49]=2)=[O:5])[C:20]([CH3:23])([CH3:22])[CH3:21])=[O:11])[CH2:17][CH2:16]1)#[N:19]. (3) Given the reactants [CH3:1][C:2]1[N:3]=[C:4]([C:21](O)=[O:22])[S:5][C:6]=1[CH2:7][C:8]1[CH:13]=[CH:12][CH:11]=[C:10]([N:14]2[CH2:19][CH2:18][N:17]([CH3:20])[CH2:16][CH2:15]2)[CH:9]=1.CCN=C=NCCCN(C)C.Cl.C1C=CC2N(O)N=NC=2C=1.O[NH:47][C:48](=[NH:60])[C:49]1[CH:54]=[CH:53][C:52]([O:55][C:56]([F:59])([F:58])[F:57])=[CH:51][CH:50]=1, predict the reaction product. The product is: [CH3:1][C:2]1[N:3]=[C:4]([C:21]2[O:22][N:60]=[C:48]([C:49]3[CH:50]=[CH:51][C:52]([O:55][C:56]([F:57])([F:58])[F:59])=[CH:53][CH:54]=3)[N:47]=2)[S:5][C:6]=1[CH2:7][C:8]1[CH:13]=[CH:12][CH:11]=[C:10]([N:14]2[CH2:15][CH2:16][N:17]([CH3:20])[CH2:18][CH2:19]2)[CH:9]=1. (4) Given the reactants Cl.Cl.[NH2:3][C@@H:4]([CH2:16][CH:17]1[CH:26]2[CH:21]([CH2:22][CH2:23][CH2:24][CH2:25]2)[CH2:20][CH2:19][CH2:18]1)[C:5]([NH:7][CH2:8][C:9]1[CH:10]=[N:11][C:12]([NH2:15])=[CH:13][CH:14]=1)=[O:6].[NH:27]([C:36]([O:38][C:39]([CH3:42])([CH3:41])[CH3:40])=[O:37])[C@@H:28]([C:33](O)=[O:34])[C@@H:29]([CH2:31][CH3:32])[CH3:30].C1C=CC2N(O)N=NC=2C=1.CCN=C=NCCCN(C)C.Cl.C(N(CC)CC)C, predict the reaction product. The product is: [C:39]([O:38][C:36](=[O:37])[NH:27][C@@H:28]([C:33](=[O:34])[NH:3][C@H:4]([C:5](=[O:6])[NH:7][CH2:8][C:9]1[CH:10]=[N:11][C:12]([NH2:15])=[CH:13][CH:14]=1)[CH2:16][CH:17]1[CH:26]2[CH:21]([CH2:22][CH2:23][CH2:24][CH2:25]2)[CH2:20][CH2:19][CH2:18]1)[CH:29]([CH3:30])[CH2:31][CH3:32])([CH3:40])([CH3:42])[CH3:41]. (5) Given the reactants [C:1]([N:4]1[CH2:9][CH2:8][CH:7]([NH:10][C:11](=[O:17])[O:12][C:13]([CH3:16])([CH3:15])[CH3:14])[CH2:6][CH2:5]1)(=[O:3])[CH3:2].[H-].[Na+].[F:20][C:21]1[CH:28]=[CH:27][C:24]([CH2:25]Br)=[CH:23][CH:22]=1.C(OCC)(=O)C, predict the reaction product. The product is: [F:20][C:21]1[CH:28]=[CH:27][C:24]([CH2:25][N:10]([CH:7]2[CH2:8][CH2:9][N:4]([C:1](=[O:3])[CH3:2])[CH2:5][CH2:6]2)[C:11](=[O:17])[O:12][C:13]([CH3:16])([CH3:15])[CH3:14])=[CH:23][CH:22]=1.